This data is from Reaction yield outcomes from USPTO patents with 853,638 reactions. The task is: Predict the reaction yield, written as a fraction of the theoretical maximum amount of product (1.0 means a 100% yield; for example, 0.34 means a 34% yield). (1) The reactants are C(OC(=O)[N:7]([N:14]1[CH2:19][CH2:18][O:17][CH2:16][C:15]1=[O:20])[C:8]1[CH:13]=[CH:12][CH:11]=[CH:10][CH:9]=1)(C)(C)C.Cl.[OH-].[Na+]. The catalyst is CCOC(C)=O. The product is [C:8]1([NH:7][N:14]2[CH2:19][CH2:18][O:17][CH2:16][C:15]2=[O:20])[CH:9]=[CH:10][CH:11]=[CH:12][CH:13]=1. The yield is 0.610. (2) The reactants are [F:1][C:2]1[CH:10]=[CH:9][C:8]([C:11]([F:14])([F:13])[F:12])=[CH:7][C:3]=1[C:4](Cl)=[O:5].CCN(CC)CC.[CH3:22][CH2:23][OH:24]. The catalyst is C1COCC1. The product is [F:1][C:2]1[CH:10]=[CH:9][C:8]([C:11]([F:14])([F:13])[F:12])=[CH:7][C:3]=1[C:4]([O:24][CH2:23][CH3:22])=[O:5]. The yield is 0.920. (3) The reactants are [C:1]([C:10]1[C:11]([C:15]2[CH:16]=[N:17][CH:18]=[CH:19][CH:20]=2)=[N:12][NH:13][CH:14]=1)#[C:2][CH2:3][CH2:4][CH2:5][CH2:6][CH2:7][CH2:8][CH3:9].[CH3:21]SC1C(C2C=NC=CC=2)=NNC=1. No catalyst specified. The product is [C:1]([C:10]1[C:11]([C:15]2[CH2:16][N:17]([CH3:21])[CH2:18][CH2:19][CH:20]=2)=[N:12][NH:13][CH:14]=1)#[C:2][CH2:3][CH2:4][CH2:5][CH2:6][CH2:7][CH2:8][CH3:9]. The yield is 0.790. (4) The yield is 0.900. The product is [NH:16]([C:12](=[O:14])[CH2:11][CH2:10][CH2:9][NH:8][C:6](=[O:7])[O:5][C:1]([CH3:4])([CH3:3])[CH3:2])[NH2:17]. The reactants are [C:1]([O:5][C:6]([NH:8][CH2:9][CH2:10][CH2:11][C:12]([O:14]C)=O)=[O:7])([CH3:4])([CH3:3])[CH3:2].[NH2:16][NH2:17].O. The catalyst is CO. (5) The reactants are [CH:1]1([S:4](Cl)(=[O:6])=[O:5])[CH2:3][CH2:2]1.CS([N:12]1[CH2:17][CH2:16][CH:15]([NH:18][C:19]([NH:21][C:22]2[CH:27]=[CH:26][C:25]([C:28]([F:31])([F:30])[F:29])=[CH:24][CH:23]=2)=[O:20])[CH2:14][CH2:13]1)(=O)=O. No catalyst specified. The product is [CH:1]1([S:4]([N:12]2[CH2:17][CH2:16][CH:15]([NH:18][C:19]([NH:21][C:22]3[CH:27]=[CH:26][C:25]([C:28]([F:29])([F:30])[F:31])=[CH:24][CH:23]=3)=[O:20])[CH2:14][CH2:13]2)(=[O:6])=[O:5])[CH2:3][CH2:2]1. The yield is 0.680. (6) The reactants are [C:1]([NH:5][C:6]1[N:11]=[C:10]([O:12]C)[C:9]([C:14]2[CH:19]=[CH:18][C:17]([O:20][C:21]3[CH:26]=[CH:25][N:24]=[C:23]([C:27]4[CH:28]=[N:29][N:30]([CH3:32])[CH:31]=4)[CH:22]=3)=[C:16]([CH3:33])[N:15]=2)=[CH:8][N:7]=1)([CH3:4])([CH3:3])[CH3:2].Br. The catalyst is C(O)(=O)C. The product is [C:1]([NH:5][C:6]1[NH:11][C:10](=[O:12])[C:9]([C:14]2[CH:19]=[CH:18][C:17]([O:20][C:21]3[CH:26]=[CH:25][N:24]=[C:23]([C:27]4[CH:28]=[N:29][N:30]([CH3:32])[CH:31]=4)[CH:22]=3)=[C:16]([CH3:33])[N:15]=2)=[CH:8][N:7]=1)([CH3:4])([CH3:3])[CH3:2]. The yield is 0.150.